Dataset: Catalyst prediction with 721,799 reactions and 888 catalyst types from USPTO. Task: Predict which catalyst facilitates the given reaction. (1) Reactant: [CH3:1][C:2](=[CH2:19])[CH2:3][O:4][CH:5]1[C:10](=O)[CH2:9][CH2:8][N:7]([C:12]([O:14][C:15]([CH3:18])([CH3:17])[CH3:16])=[O:13])[CH2:6]1.[CH2:20]([NH2:27])[C:21]1[CH:26]=[CH:25][CH:24]=[CH:23][CH:22]=1.C(O[BH-](OC(=O)C)OC(=O)C)(=O)C.[Na+]. Product: [CH2:20]([NH:27][C@H:10]1[CH2:9][CH2:8][N:7]([C:12]([O:14][C:15]([CH3:18])([CH3:17])[CH3:16])=[O:13])[CH2:6][C@H:5]1[O:4][CH2:3][C:2]([CH3:1])=[CH2:19])[C:21]1[CH:26]=[CH:25][CH:24]=[CH:23][CH:22]=1. The catalyst class is: 26. (2) The catalyst class is: 278. Reactant: [C:1]([C:3]([C:6]1[CH:7]=[C:8]([CH:13]=[CH:14][CH:15]=1)[C:9]([O:11]C)=[O:10])([CH3:5])[CH3:4])#[N:2].O[Li].O. Product: [C:1]([C:3]([C:6]1[CH:7]=[C:8]([CH:13]=[CH:14][CH:15]=1)[C:9]([OH:11])=[O:10])([CH3:5])[CH3:4])#[N:2]. (3) Reactant: CS(Cl)(=O)=O.[C:6]([O:10][C:11](=[O:33])[N:12]([CH2:22][C:23]([C:26]1[CH:31]=[CH:30][C:29]([F:32])=[CH:28][CH:27]=1)([CH3:25])[CH3:24])[C:13]1[CH:18]=[CH:17][C:16]([CH2:19][CH2:20]O)=[CH:15][N:14]=1)([CH3:9])([CH3:8])[CH3:7].C[N:35](CCN(C)C)C.[N-]=[N+]=[N-].[Na+]. Product: [NH2:35][CH2:20][CH2:19][C:16]1[CH:17]=[CH:18][C:13]([N:12]([CH2:22][C:23]([C:26]2[CH:27]=[CH:28][C:29]([F:32])=[CH:30][CH:31]=2)([CH3:24])[CH3:25])[C:11](=[O:33])[O:10][C:6]([CH3:9])([CH3:7])[CH3:8])=[N:14][CH:15]=1. The catalyst class is: 84. (4) Reactant: Br[C:2]1[CH:18]=[C:17]([O:19][CH3:20])[C:5]([O:6][Si:7]([CH:14]([CH3:16])[CH3:15])([CH:11]([CH3:13])[CH3:12])[CH:8]([CH3:10])[CH3:9])=[C:4]([Cl:21])[C:3]=1[CH3:22].C(=O)=O.CC(C)=O.[Li]CCCC.C(O[B:39]1[O:43][C:42]([CH3:45])([CH3:44])[C:41]([CH3:47])([CH3:46])[O:40]1)(C)C. Product: [Cl:21][C:4]1[C:3]([CH3:22])=[C:2]([B:39]2[O:43][C:42]([CH3:45])([CH3:44])[C:41]([CH3:47])([CH3:46])[O:40]2)[CH:18]=[C:17]([O:19][CH3:20])[C:5]=1[O:6][Si:7]([CH:14]([CH3:16])[CH3:15])([CH:11]([CH3:13])[CH3:12])[CH:8]([CH3:10])[CH3:9]. The catalyst class is: 1. (5) Reactant: [CH2:1]([C:5]1[N:9]=[C:8]([C:10]([O:12]CC)=O)[O:7][N:6]=1)[CH2:2][CH2:3][CH3:4].Cl.[O:16]1[CH2:20][CH2:19][CH:18]([CH2:21][NH2:22])[CH2:17]1.C(N(C(C)C)CC)(C)C. Product: [O:16]1[CH2:20][CH2:19][CH:18]([CH2:21][NH:22][C:10]([C:8]2[O:7][N:6]=[C:5]([CH2:1][CH2:2][CH2:3][CH3:4])[N:9]=2)=[O:12])[CH2:17]1. The catalyst class is: 8. (6) Reactant: [OH:1][CH2:2][C:3]([NH:6][C:7]([C:9]1[C:17]2[C:12](=[N:13][CH:14]=[C:15]([N:18]3[C:26]4[C:21](=[CH:22][CH:23]=[CH:24][CH:25]=4)[C:20]([CH:27]4[CH2:32][CH2:31][N:30](C(OC(C)(C)C)=O)[CH2:29][CH2:28]4)=[N:19]3)[N:16]=2)[N:11]([CH2:40][O:41][CH2:42][CH2:43][Si:44]([CH3:47])([CH3:46])[CH3:45])[CH:10]=1)=[O:8])([CH3:5])[CH3:4]. Product: [OH:1][CH2:2][C:3]([NH:6][C:7]([C:9]1[C:17]2[C:12](=[N:13][CH:14]=[C:15]([N:18]3[C:26]4[C:21](=[CH:22][CH:23]=[CH:24][CH:25]=4)[C:20]([CH:27]4[CH2:32][CH2:31][NH:30][CH2:29][CH2:28]4)=[N:19]3)[N:16]=2)[N:11]([CH2:40][O:41][CH2:42][CH2:43][Si:44]([CH3:46])([CH3:45])[CH3:47])[CH:10]=1)=[O:8])([CH3:5])[CH3:4]. The catalyst class is: 836.